Binary Classification. Given a miRNA mature sequence and a target amino acid sequence, predict their likelihood of interaction. From a dataset of Experimentally validated miRNA-target interactions with 360,000+ pairs, plus equal number of negative samples. (1) The miRNA is ssc-miR-34c with sequence AGGCAGUGUAGUUAGCUGAUUGC. Result: 0 (no interaction). The protein sequence of the target gene is MARGKAKEEGSWKKFIWNSEKKEFLGRTGGSWFKILLFYVIFYGCLAGIFIGTIQVMLLTISELKPTYQDRVAPPGLTQIPQIQKTEISFRPNDPKSYEAYVLNIIRFLEKYKDSAQKDDMIFEDCGNVPSEPKERGDINHERGERKVCRFKLDWLGNCSGLNDDSYGYREGKPCIIIKLNRVLGFKPKPPKNESLETYPLMMKYNPNVLPVQCTGKRDEDKDKVGNIEYFGMGGYYGFPLQYYPYYGKLLQPKYLQPLLAVQFTNLTVDTEIRVECKAYGENIGYSEKDRFQGRFDVKI.... (2) The miRNA is hsa-miR-3177-5p with sequence UGUGUACACACGUGCCAGGCGCU. The protein sequence of the target gene is MDAQCSAKVNARKRRKEAPGPNGATEEDGVPSKVQRCAVGLRQPAPFSDEIEVDFSKPYVRVTMEEASRGTPCERPVRVYADGIFDLFHSGHARALMQAKNLFPNTYLIVGVCSDELTHNFKGFTVMNENERYDAVQHCRYVDEVVRNAPWTLTPEFLAEHRIDFVAHDDIPYSSAGSDDVYKHIKEAGMFAPTQRTEGISTSDIITRIVRDYDVYARRNLQRGYTAKELNVSFINEKKYHLQERVDKVKKKVKDVEEKSKEFVQKVEEKSIDLIQKWEEKSREFIGSFLEMFGPEGALK.... Result: 0 (no interaction).